This data is from HIV replication inhibition screening data with 41,000+ compounds from the AIDS Antiviral Screen. The task is: Binary Classification. Given a drug SMILES string, predict its activity (active/inactive) in a high-throughput screening assay against a specified biological target. (1) The result is 0 (inactive). The molecule is CC1=NN(C(=O)CC(=O)Nc2cccc(Cl)c2)C(=O)C1N=Nc1ccc(S(N)(=O)=O)cc1. (2) The compound is O=c1scc(-c2ccc([N+](=O)[O-])cc2)s1. The result is 0 (inactive). (3) The result is 0 (inactive). The drug is O=C(O)CCC(=NNc1nsc2ccccc12)c1ccc(Cl)cc1. (4) The drug is COc1ccc(-c2cc(-c3ccccc3)c3ccccc3n2)c(OC)c1OC. The result is 0 (inactive). (5) The compound is COc1ccc(CN2CCCN(Cc3ccc(OC)cc3)C2c2cc([N+](=O)[O-])ccc2O)cc1. The result is 0 (inactive). (6) The drug is CC(=O)Nc1ccc(OC2=CCN(C)CC2)cc1. The result is 0 (inactive). (7) The compound is COc1cc2c(oc(=O)c3c4occc4cc(OC)c23)c2cccc(OCc3ccccc3)c12. The result is 0 (inactive).